This data is from Forward reaction prediction with 1.9M reactions from USPTO patents (1976-2016). The task is: Predict the product of the given reaction. (1) Given the reactants Cl.[OH-:2].[K+].[OH2:4].C[N:6](C)[C:7]1[CH:14]=[CH:13][C:10]([CH:11]=[O:12])=CC=1, predict the reaction product. The product is: [NH:6]1[CH2:7][C@H:14]([OH:4])[CH2:13][C@H:10]1[C:11]([OH:12])=[O:2]. (2) The product is: [F:1][C:2]1[CH:17]=[CH:16][C:5]([CH2:6][N:7]([CH:18]=[O:19])[NH:8][C:9]([O:11][C:12]([CH3:13])([CH3:14])[CH3:15])=[O:10])=[CH:4][CH:3]=1. Given the reactants [F:1][C:2]1[CH:17]=[CH:16][C:5]([CH2:6][NH:7][NH:8][C:9]([O:11][C:12]([CH3:15])([CH3:14])[CH3:13])=[O:10])=[CH:4][CH:3]=1.[CH:18](OCC)=[O:19], predict the reaction product. (3) Given the reactants [Cl:1][C:2]1[CH:7]=[CH:6][CH:5]=[CH:4][C:3]=1[C:8]1[CH:19]=[C:18]2[C:14]([CH:15]=[C:16]([CH:25]=[O:26])[N:17]2[CH2:20][CH2:21][CH2:22][O:23][CH3:24])=[C:13]2[C:9]=1[C:10](=[O:28])[NH:11][C:12]2=[O:27].[Br:29]Br, predict the reaction product. The product is: [Br:29][C:15]1[C:14]2[C:18](=[CH:19][C:8]([C:3]3[CH:4]=[CH:5][CH:6]=[CH:7][C:2]=3[Cl:1])=[C:9]3[C:13]=2[C:12](=[O:27])[NH:11][C:10]3=[O:28])[N:17]([CH2:20][CH2:21][CH2:22][O:23][CH3:24])[C:16]=1[CH:25]=[O:26].